From a dataset of Forward reaction prediction with 1.9M reactions from USPTO patents (1976-2016). Predict the product of the given reaction. (1) Given the reactants [NH2:1][C:2]1[C:10]([C:11]([OH:13])=[O:12])=[C:9]2[C:5]([CH:6]=[N:7][NH:8]2)=[CH:4][C:3]=1[CH3:14].[Br:15][C:16]1[CH:17]=[C:18]([C:28](O)=O)[N:19]([C:21]2[C:26]([Cl:27])=[CH:25][CH:24]=[CH:23][N:22]=2)[N:20]=1.N1C=CC=CC=1.CS(Cl)(=O)=O, predict the reaction product. The product is: [Br:15][C:16]1[CH:17]=[C:18]([C:28]2[O:12][C:11](=[O:13])[C:10]3[C:2](=[C:3]([CH3:14])[CH:4]=[C:5]4[CH:6]=[N:7][NH:8][C:9]4=3)[N:1]=2)[N:19]([C:21]2[C:26]([Cl:27])=[CH:25][CH:24]=[CH:23][N:22]=2)[N:20]=1. (2) Given the reactants CON(C)[C:4]([C:6]1[N:7]=[CH:8][N:9]([C:11]2[CH:16]=[CH:15][CH:14]=[C:13]([C:17]3[C:18]([Cl:23])=[N:19][CH:20]=[CH:21][CH:22]=3)[CH:12]=2)[CH:10]=1)=[O:5].Br[C:26]1[CH:27]=[C:28]([O:32][CH3:33])[CH:29]=[CH:30][CH:31]=1, predict the reaction product. The product is: [Cl:23][C:18]1[C:17]([C:13]2[CH:12]=[C:11]([N:9]3[CH:10]=[C:6]([C:4]([C:26]4[CH:31]=[CH:30][CH:29]=[C:28]([O:32][CH3:33])[CH:27]=4)=[O:5])[N:7]=[CH:8]3)[CH:16]=[CH:15][CH:14]=2)=[CH:22][CH:21]=[CH:20][N:19]=1. (3) Given the reactants [C@H:1]1([C:7]([OH:9])=[O:8])[CH2:6][CH2:5][CH:4]=[CH:3][CH2:2]1.[Br:10]N1C(=O)CCC1=O.[O-2].[Ca+2].ClCCl, predict the reaction product. The product is: [Br:10][C@@H:4]1[C@@H:5]2[CH2:6][C@@H:1]([C:7](=[O:9])[O:8]2)[CH2:2][CH2:3]1. (4) Given the reactants CN(C=O)C.[C:6]([C:10]1[CH:15]=[CH:14][C:13]([C@@H:16]2[CH2:18][C@H:17]2[C:19]([OH:21])=O)=[CH:12][CH:11]=1)([CH3:9])([CH3:8])[CH3:7].C(Cl)CCl.Cl.[NH2:27][CH2:28][C:29]1[CH:34]=[CH:33][C:32]([NH:35][S:36]([CH3:39])(=[O:38])=[O:37])=[C:31]([F:40])[CH:30]=1, predict the reaction product. The product is: [C:6]([C:10]1[CH:11]=[CH:12][C:13]([CH:16]2[CH2:18][CH:17]2[C:19]([NH:27][CH2:28][C:29]2[CH:34]=[CH:33][C:32]([NH:35][S:36]([CH3:39])(=[O:38])=[O:37])=[C:31]([F:40])[CH:30]=2)=[O:21])=[CH:14][CH:15]=1)([CH3:7])([CH3:8])[CH3:9]. (5) Given the reactants [Si:1]([O:8][CH2:9][C:10]1[CH:18]=[CH:17][CH:16]=[C:15]2[C:11]=1[CH:12]=[CH:13][NH:14]2)([C:4]([CH3:7])([CH3:6])[CH3:5])([CH3:3])[CH3:2].N1C=CC=CC=1.[Cl:25][CH:26]([C:30]1[CH:35]=[CH:34][CH:33]=[CH:32][CH:31]=1)[C:27](Cl)=[O:28].O, predict the reaction product. The product is: [Si:1]([O:8][CH2:9][C:10]1[CH:18]=[CH:17][CH:16]=[C:15]2[C:11]=1[C:12]([C:27](=[O:28])[CH:26]([Cl:25])[C:30]1[CH:35]=[CH:34][CH:33]=[CH:32][CH:31]=1)=[CH:13][NH:14]2)([C:4]([CH3:7])([CH3:6])[CH3:5])([CH3:3])[CH3:2].[Cl:25][CH:26]([C:30]1[CH:35]=[CH:34][CH:33]=[CH:32][CH:31]=1)[C:27]([C:12]1[C:11]2[C:15](=[CH:16][CH:17]=[CH:18][C:10]=2[CH2:9][OH:8])[NH:14][CH:13]=1)=[O:28]. (6) Given the reactants C(OC(=O)[NH:10][C:11]1[CH:16]=[CH:15][CH:14]=[C:13]([C:17]2[N:21]([CH:22]3[CH2:24][CH2:23]3)[CH:20]=[N:19][N:18]=2)[CH:12]=1)C1C=CC=CC=1, predict the reaction product. The product is: [CH:22]1([N:21]2[CH:20]=[N:19][N:18]=[C:17]2[C:13]2[CH:12]=[C:11]([NH2:10])[CH:16]=[CH:15][CH:14]=2)[CH2:24][CH2:23]1. (7) Given the reactants C([O:5][C:6](=[O:17])[CH2:7][N:8]1[C:12]2[CH:13]=[CH:14][CH:15]=[CH:16][C:11]=2[N:10]=[N:9]1)(C)(C)C.C(O)(C(F)(F)F)=O, predict the reaction product. The product is: [N:8]1([CH2:7][C:6]([OH:17])=[O:5])[C:12]2[CH:13]=[CH:14][CH:15]=[CH:16][C:11]=2[N:10]=[N:9]1.